The task is: Predict the reaction yield, written as a fraction of the theoretical maximum amount of product (1.0 means a 100% yield; for example, 0.34 means a 34% yield).. This data is from Reaction yield outcomes from USPTO patents with 853,638 reactions. (1) The yield is 0.986. The catalyst is C(NCC)C.[Cu]I.Cl[Pd](Cl)([P](C1C=CC=CC=1)(C1C=CC=CC=1)C1C=CC=CC=1)[P](C1C=CC=CC=1)(C1C=CC=CC=1)C1C=CC=CC=1. The reactants are Br[C:2]1[C:3]([NH2:22])=[N:4][CH:5]=[C:6]([C:8]2[CH:13]=[CH:12][C:11]([O:14][Si:15]([C:18]([CH3:21])([CH3:20])[CH3:19])([CH3:17])[CH3:16])=[CH:10][CH:9]=2)[N:7]=1.[C:23]1([C:29]#[CH:30])[CH:28]=[CH:27][CH:26]=[CH:25][CH:24]=1.O. The product is [Si:15]([O:14][C:11]1[CH:12]=[CH:13][C:8]([C:6]2[N:7]=[C:2]([C:30]#[C:29][C:23]3[CH:28]=[CH:27][CH:26]=[CH:25][CH:24]=3)[C:3]([NH2:22])=[N:4][CH:5]=2)=[CH:9][CH:10]=1)([C:18]([CH3:21])([CH3:20])[CH3:19])([CH3:17])[CH3:16]. (2) The reactants are [Br:1][C:2]1[CH:3]=[N:4][CH:5]=[C:6]([CH2:8]O)[CH:7]=1.S(Cl)(Cl)=O.CCOCC.C(O)C.[NH3:22]. No catalyst specified. The product is [Br:1][C:2]1[CH:7]=[C:6]([CH2:8][NH2:22])[CH:5]=[N:4][CH:3]=1. The yield is 0.720. (3) The reactants are [N:1]12[CH2:8][CH2:7][CH:4]([CH2:5][CH2:6]1)[CH:3]([O:9][C:10]1[CH:15]=[CH:14][C:13]([C:16]3[CH:21]=[CH:20][C:19]([N:22](CC4C=CC=CC=4)[CH3:23])=[CH:18][CH:17]=3)=[CH:12][CH:11]=1)[CH2:2]2. The catalyst is CO.[Pd]. The product is [N:1]12[CH2:6][CH2:5][CH:4]([CH2:7][CH2:8]1)[CH:3]([O:9][C:10]1[CH:11]=[CH:12][C:13]([C:16]3[CH:21]=[CH:20][C:19]([NH:22][CH3:23])=[CH:18][CH:17]=3)=[CH:14][CH:15]=1)[CH2:2]2. The yield is 0.130. (4) The reactants are [NH2:1][C:2]1[N:7]=[C:6]([CH2:8][S:9][C:10]2[N:18]=[CH:17][CH:16]=[CH:15][C:11]=2[C:12]([OH:14])=O)[CH:5]=[CH:4][N:3]=1.[CH3:19][C:20]1[CH:21]=[C:22]([CH:24]=[C:25]([CH3:27])[CH:26]=1)[NH2:23].C(N(CC)C(C)C)(C)C.C(OCC)(=O)C. The catalyst is CN(C)C=O. The product is [NH2:1][C:2]1[N:7]=[C:6]([CH2:8][S:9][C:10]2[C:11]([C:12]([NH:23][C:22]3[CH:24]=[C:25]([CH3:27])[CH:26]=[C:20]([CH3:19])[CH:21]=3)=[O:14])=[CH:15][CH:16]=[CH:17][N:18]=2)[CH:5]=[CH:4][N:3]=1. The yield is 0.410.